This data is from Reaction yield outcomes from USPTO patents with 853,638 reactions. The task is: Predict the reaction yield, written as a fraction of the theoretical maximum amount of product (1.0 means a 100% yield; for example, 0.34 means a 34% yield). (1) The reactants are Br[CH2:2][C:3]1[CH:4]=[C:5]([CH:10]=[CH:11][CH:12]=1)[C:6]([O:8][CH3:9])=[O:7].[CH3:13][O-:14].[Na+].[Na]. The catalyst is CO. The product is [CH3:13][O:14][CH2:2][C:3]1[CH:4]=[C:5]([CH:10]=[CH:11][CH:12]=1)[C:6]([O:8][CH3:9])=[O:7]. The yield is 0.660. (2) The reactants are [Si:1]([O:8][C@@H:9]1[C@@:26]2([CH3:27])[C:13](=[CH:14][CH:15]=[C:16]3[C@@H:25]2[CH2:24][CH2:23][C@@:21]2([CH3:22])[C@H:17]3[CH2:18][CH:19]=[C:20]2[CH2:28][OH:29])[CH2:12][C@@H:11]([O:30][Si:31]([C:34]([CH3:37])([CH3:36])[CH3:35])([CH3:33])[CH3:32])[CH2:10]1)([C:4]([CH3:7])([CH3:6])[CH3:5])([CH3:3])[CH3:2].Br/[CH:39]=[CH:40]/[CH2:41][C:42]([O:45][Si:46]([CH2:51][CH3:52])([CH2:49][CH3:50])[CH2:47][CH3:48])([CH3:44])[CH3:43].[H-].[Na+].C1OCCOCCOCCOCCOC1. The catalyst is O1CCCC1. The product is [Si:1]([O:8][C@@H:9]1[C@@:26]2([CH3:27])[C:13](=[CH:14][CH:15]=[C:16]3[C@@H:25]2[CH2:24][CH2:23][C@@:21]2([CH3:22])[C@H:17]3[CH2:18][CH:19]=[C:20]2[CH2:28][O:29]/[CH:39]=[CH:40]/[CH2:41][C:42]([O:45][Si:46]([CH2:47][CH3:48])([CH2:49][CH3:50])[CH2:51][CH3:52])([CH3:43])[CH3:44])[CH2:12][C@@H:11]([O:30][Si:31]([C:34]([CH3:37])([CH3:36])[CH3:35])([CH3:32])[CH3:33])[CH2:10]1)([C:4]([CH3:7])([CH3:6])[CH3:5])([CH3:3])[CH3:2]. The yield is 1.00.